From a dataset of Full USPTO retrosynthesis dataset with 1.9M reactions from patents (1976-2016). Predict the reactants needed to synthesize the given product. (1) Given the product [CH2:1]([N:4]1[C:8]2[CH:9]=[CH:10][C:11]([CH:13]=[O:17])=[CH:12][C:7]=2[O:6][C:5]1=[O:15])[CH:2]=[CH2:3], predict the reactants needed to synthesize it. The reactants are: [CH2:1]([N:4]1[C:8]2[CH:9]=[CH:10][C:11]([C:13]#N)=[CH:12][C:7]=2[O:6][C:5]1=[O:15])[CH:2]=[CH2:3].C(O)=[O:17]. (2) Given the product [Br:19][C:17]1[C:16]([F:20])=[CH:15][C:14]([F:21])=[C:13]([NH:12][C:10]([NH2:9])=[S:11])[CH:18]=1, predict the reactants needed to synthesize it. The reactants are: C([NH:9][C:10]([NH:12][C:13]1[CH:18]=[C:17]([Br:19])[C:16]([F:20])=[CH:15][C:14]=1[F:21])=[S:11])(=O)C1C=CC=CC=1.[OH-].[Na+]. (3) Given the product [C:20]([C:2]1[C:12]([NH:13][CH:14]([CH2:17][CH3:18])[CH2:15][CH3:16])=[CH:11][C:5]([C:6]([O:8][CH2:9][CH3:10])=[O:7])=[C:4]([CH3:19])[N:3]=1)#[N:21], predict the reactants needed to synthesize it. The reactants are: Br[C:2]1[C:12]([NH:13][CH:14]([CH2:17][CH3:18])[CH2:15][CH3:16])=[CH:11][C:5]([C:6]([O:8][CH2:9][CH3:10])=[O:7])=[C:4]([CH3:19])[N:3]=1.[C-:20]#[N:21].[Na+].C([Sn](Cl)(CCCC)CCCC)CCC. (4) The reactants are: [NH2:1][CH2:2][CH2:3][CH2:4][NH:5][C:6](=[O:12])[O:7][C:8]([CH3:11])([CH3:10])[CH3:9].[F:13][C:14]1[CH:19]=[CH:18][C:17]([S:20](Cl)(=[O:22])=[O:21])=[C:16]([C:24]([F:27])([F:26])[F:25])[CH:15]=1.C(N(CC)CC)C. Given the product [F:13][C:14]1[CH:19]=[CH:18][C:17]([S:20]([NH:1][CH2:2][CH2:3][CH2:4][NH:5][C:6](=[O:12])[O:7][C:8]([CH3:9])([CH3:11])[CH3:10])(=[O:21])=[O:22])=[C:16]([C:24]([F:27])([F:25])[F:26])[CH:15]=1, predict the reactants needed to synthesize it.